This data is from Reaction yield outcomes from USPTO patents with 853,638 reactions. The task is: Predict the reaction yield, written as a fraction of the theoretical maximum amount of product (1.0 means a 100% yield; for example, 0.34 means a 34% yield). (1) The reactants are [CH3:1][N:2]([C@@H:4]1[C:22](=[O:23])[C:21]([C:24]([NH2:26])=[O:25])=[C:20]([OH:27])[C@:19]2([OH:28])[C@H:5]1[CH2:6][C@H:7]1[C:16]([C:17]2=[O:18])=[C:15]([OH:29])[C:14]2[C:9](=[C:10](I)[CH:11]=[CH:12][C:13]=2[OH:30])[CH2:8]1)[CH3:3]. The catalyst is CC([O-])=O.CC([O-])=O.[Pd+2].CO. The product is [CH3:1][N:2]([C@@H:4]1[C:22](=[O:23])[C:21]([C:24]([NH2:26])=[O:25])=[C:20]([OH:27])[C@:19]2([OH:28])[C@H:5]1[CH2:6][C@H:7]1[C:16]([C:17]2=[O:18])=[C:15]([OH:29])[C:14]2[C:9](=[C:10]([C:4]3[CH:22]=[CH:21][CH:20]=[CH:19][CH:5]=3)[CH:11]=[CH:12][C:13]=2[OH:30])[CH2:8]1)[CH3:3]. The yield is 0.420. (2) The reactants are [CH2:1]([N:8]([CH2:18][C:19]1[CH:24]=[CH:23][CH:22]=[CH:21][CH:20]=1)[C:9]1[CH:14]=[C:13]([CH3:15])[C:12](I)=[CH:11][C:10]=1[CH3:17])[C:2]1[CH:7]=[CH:6][CH:5]=[CH:4][CH:3]=1.C([Li])CCC.CN(C)[CH:32]=[O:33].[ClH:35]. The yield is 0.900. The product is [ClH:35].[CH2:1]([N:8]([CH2:18][C:19]1[CH:24]=[CH:23][CH:22]=[CH:21][CH:20]=1)[C:9]1[C:10]([CH3:17])=[CH:11][C:12]([CH:32]=[O:33])=[C:13]([CH3:15])[CH:14]=1)[C:2]1[CH:7]=[CH:6][CH:5]=[CH:4][CH:3]=1. The catalyst is C1(C)C=CC=CC=1. (3) The reactants are Cl.[F:2][C:3]([F:34])([F:33])[C:4]1[CH:5]=[C:6]([NH:14][C:15](=[O:32])[C:16]2[CH:21]=[C:20]([C:22]3[CH:27]=[CH:26][CH:25]=[CH:24][N:23]=3)[CH:19]=[CH:18][C:17]=2[O:28]COC)[CH:7]=[C:8]([C:10]([F:13])([F:12])[F:11])[CH:9]=1.C(=O)([O-])O.[Na+]. The catalyst is CO. The product is [F:34][C:3]([F:2])([F:33])[C:4]1[CH:5]=[C:6]([NH:14][C:15](=[O:32])[C:16]2[CH:21]=[C:20]([C:22]3[CH:27]=[CH:26][CH:25]=[CH:24][N:23]=3)[CH:19]=[CH:18][C:17]=2[OH:28])[CH:7]=[C:8]([C:10]([F:11])([F:12])[F:13])[CH:9]=1. The yield is 0.472. (4) The reactants are [NH2:1][C:2]1[C:7]([F:8])=[CH:6][C:5]([OH:9])=[C:4]([F:10])[CH:3]=1.CC(C)([O-])C.[K+].Cl[C:18]1[C:23]([I:24])=[CH:22][N:21]=[CH:20][N:19]=1. The catalyst is CN(C=O)C. The product is [F:8][C:7]1[CH:6]=[C:5]([O:9][C:18]2[C:23]([I:24])=[CH:22][N:21]=[CH:20][N:19]=2)[C:4]([F:10])=[CH:3][C:2]=1[NH2:1]. The yield is 0.367. (5) The reactants are [Cl:1][C:2]1[CH:16]=[CH:15][C:5]([CH2:6][N:7]2[CH:12]=[C:11](Br)[CH:10]=[CH:9][C:8]2=[O:14])=[CH:4][CH:3]=1.CC1(C)C(C)(C)OB([C:25]2[CH:30]=[CH:29][C:28]([CH2:31][C:32]([OH:34])=[O:33])=[CH:27][CH:26]=2)O1. No catalyst specified. The product is [Cl:1][C:2]1[CH:16]=[CH:15][C:5]([CH2:6][N:7]2[C:8](=[O:14])[CH:9]=[CH:10][C:11]([C:25]3[CH:30]=[CH:29][C:28]([CH2:31][C:32]([OH:34])=[O:33])=[CH:27][CH:26]=3)=[CH:12]2)=[CH:4][CH:3]=1. The yield is 1.00.